Dataset: Full USPTO retrosynthesis dataset with 1.9M reactions from patents (1976-2016). Task: Predict the reactants needed to synthesize the given product. (1) Given the product [CH3:1][C:2]1[O:6][C:5]([C:7]2[CH:12]=[CH:11][N:10]=[C:9]([NH:13][C:14]3[CH:15]=[CH:16][C:17]([S:33]([CH3:23])(=[O:37])=[O:35])=[CH:18][CH:19]=3)[CH:8]=2)=[N:4][N:3]=1, predict the reactants needed to synthesize it. The reactants are: [CH3:1][C:2]1[O:6][C:5]([C:7]2[CH:12]=[CH:11][N:10]=[C:9]([NH:13][C:14]3[CH:19]=[CH:18][C:17](SC)=[CH:16][CH:15]=3)[CH:8]=2)=[N:4][N:3]=1.Cl[C:23]1C=CC=C(C(OO)=O)C=1.[S:33]([O-:37])([O-])(=[O:35])=S.[Na+].[Na+]. (2) Given the product [N:12]1([C:2]2[CH:3]=[C:4]([C:8](=[O:11])[CH2:9][CH3:10])[CH:5]=[CH:6][CH:7]=2)[CH2:17][CH2:16][O:15][CH2:14][CH2:13]1, predict the reactants needed to synthesize it. The reactants are: Br[C:2]1[CH:3]=[C:4]([C:8](=[O:11])[CH2:9][CH3:10])[CH:5]=[CH:6][CH:7]=1.[NH:12]1[CH2:17][CH2:16][O:15][CH2:14][CH2:13]1.C(OC(C)(C)C)(C)(C)C.[Na]. (3) Given the product [C:1]([O:5][C:6]([NH:8][C@H:9]([C:13]1[CH:14]=[CH:15][C:16]([O:19][CH2:20][CH2:21][O:22][CH2:23][CH3:28])=[CH:17][CH:18]=1)[C:10]([OH:12])=[O:11])=[O:7])([CH3:4])([CH3:3])[CH3:2], predict the reactants needed to synthesize it. The reactants are: [C:1]([O:5][C:6]([NH:8][C@H:9]([C:13]1[CH:18]=[CH:17][C:16]([O:19][CH2:20][CH2:21][O:22][CH:23]2[CH2:28]CCCO2)=[CH:15][CH:14]=1)[C:10]([OH:12])=[O:11])=[O:7])([CH3:4])([CH3:3])[CH3:2].BrCCOCC. (4) Given the product [CH3:18][S:19]([C:2]1[CH:7]=[C:6]([C@@H:8]([NH:11][S:12]([C:14]([CH3:17])([CH3:16])[CH3:15])=[O:13])[CH2:9][CH3:10])[CH:5]=[CH:4][N:3]=1)(=[O:21])=[O:20], predict the reactants needed to synthesize it. The reactants are: Br[C:2]1[CH:7]=[C:6]([C@H:8]([NH:11][S:12]([C:14]([CH3:17])([CH3:16])[CH3:15])=[O:13])[CH2:9][CH3:10])[CH:5]=[CH:4][N:3]=1.[CH3:18][S:19]([O-:21])=[O:20].[Na+]. (5) Given the product [Br:8][C:5]1[CH:6]=[CH:7][C:2]([C:12]2[CH:13]=[C:14]3[C:34]([C:10]([CH3:44])([CH3:9])[CH:11]=2)=[C:17]2[C:16]([CH:33]=[C:32]4[C:19](=[CH:18]2)[C:20]2[CH:21]=[CH:22][CH:23]=[CH:24][C:25]=2[C:26]2[CH:27]=[CH:28][CH:29]=[CH:30][C:31]4=2)=[CH:15]3)=[CH:3][CH:4]=1, predict the reactants needed to synthesize it. The reactants are: Br[C:2]1[CH:7]=[CH:6][C:5]([Br:8])=[CH:4][CH:3]=1.[CH3:9][C:10]1([CH3:44])[C:34]2[C:14]([CH:15]=[C:16]3[CH:33]=[C:32]4[C:19]([C:20]5[C:25]([C:26]6[C:31]4=[CH:30][CH:29]=[CH:28][CH:27]=6)=[CH:24][CH:23]=[CH:22][CH:21]=5)=[CH:18][C:17]3=2)=[CH:13][C:12](B2OC(C)(C)C(C)(C)O2)=[CH:11]1.C([O-])([O-])=O.[Na+].[Na+].CCO.